From a dataset of Full USPTO retrosynthesis dataset with 1.9M reactions from patents (1976-2016). Predict the reactants needed to synthesize the given product. (1) Given the product [Cl:1][C:2]1[CH:10]=[CH:9][C:8]([C:11]([F:14])([F:13])[F:12])=[CH:7][C:3]=1[C:4]([NH:30][CH2:29][C:19]1([C:22]2[CH:23]=[N:24][C:25]([F:28])=[CH:26][CH:27]=2)[CH2:20][CH2:21][C:16]([F:15])([F:31])[CH2:17][CH2:18]1)=[O:6], predict the reactants needed to synthesize it. The reactants are: [Cl:1][C:2]1[CH:10]=[CH:9][C:8]([C:11]([F:14])([F:13])[F:12])=[CH:7][C:3]=1[C:4]([OH:6])=O.[F:15][C:16]1([F:31])[CH2:21][CH2:20][C:19]([CH2:29][NH2:30])([C:22]2[CH:23]=[N:24][C:25]([F:28])=[CH:26][CH:27]=2)[CH2:18][CH2:17]1. (2) Given the product [NH:1]([C:28]([O:30][CH2:31][CH:32]1[C:44]2[C:39](=[CH:40][CH:41]=[CH:42][CH:43]=2)[C:38]2[C:33]1=[CH:34][CH:35]=[CH:36][CH:37]=2)=[O:29])[C@H:2]([C:25]([O:27][CH3:46])=[O:26])[C@@H:3]([CH3:24])[O:4][C:5]([C:18]1[CH:23]=[CH:22][CH:21]=[CH:20][CH:19]=1)([C:12]1[CH:13]=[CH:14][CH:15]=[CH:16][CH:17]=1)[C:6]1[CH:7]=[CH:8][CH:9]=[CH:10][CH:11]=1, predict the reactants needed to synthesize it. The reactants are: [NH:1]([C:28]([O:30][CH2:31][CH:32]1[C:44]2[C:39](=[CH:40][CH:41]=[CH:42][CH:43]=2)[C:38]2[C:33]1=[CH:34][CH:35]=[CH:36][CH:37]=2)=[O:29])[C@H:2]([C:25]([OH:27])=[O:26])[C@@H:3]([CH3:24])[O:4][C:5]([C:18]1[CH:23]=[CH:22][CH:21]=[CH:20][CH:19]=1)([C:12]1[CH:17]=[CH:16][CH:15]=[CH:14][CH:13]=1)[C:6]1[CH:11]=[CH:10][CH:9]=[CH:8][CH:7]=1.[Si](C=[N+]=[N-])(C)(C)[CH3:46]. (3) Given the product [F:3][C:4]1[CH:5]=[CH:6][C:7]([C:10]2[C:15](=[O:16])[N:14]([CH:17]([C:19]([OH:22])([CH3:20])[CH3:21])[CH3:18])[CH:13]=[C:12]([C:23]([NH:35][C@@H:33]([C:31]3[O:30][N:29]=[C:28]([CH3:27])[N:32]=3)[CH3:34])=[O:25])[CH:11]=2)=[CH:8][CH:9]=1, predict the reactants needed to synthesize it. The reactants are: [Cl-].[Na+].[F:3][C:4]1[CH:9]=[CH:8][C:7]([C:10]2[C:15](=[O:16])[N:14]([CH:17]([C:19]([OH:22])([CH3:21])[CH3:20])[CH3:18])[CH:13]=[C:12]([C:23]([OH:25])=O)[CH:11]=2)=[CH:6][CH:5]=1.Cl.[CH3:27][C:28]1[N:32]=[C:31]([C@H:33]([NH2:35])[CH3:34])[O:30][N:29]=1.C(Cl)CCl.ON1C2N=CC=CC=2N=N1.CN1CCOCC1. (4) Given the product [CH3:23][O:24][C:2]1[N:3]([CH:17]2[CH2:22][CH2:21][CH2:20][CH2:19][O:18]2)[C:4]2[C:9]([N:10]=1)=[C:8]([NH2:11])[N:7]=[C:6]([O:12][C@@H:13]([CH3:16])[CH2:14][CH3:15])[N:5]=2, predict the reactants needed to synthesize it. The reactants are: Br[C:2]1[N:3]([CH:17]2[CH2:22][CH2:21][CH2:20][CH2:19][O:18]2)[C:4]2[C:9]([N:10]=1)=[C:8]([NH2:11])[N:7]=[C:6]([O:12][C@@H:13]([CH3:16])[CH2:14][CH3:15])[N:5]=2.[CH3:23][O-:24].[Na+]. (5) Given the product [Cl:1][C:2]1[NH:10][C:9]2[C:8](=[O:14])[N:7]([CH2:38][CH2:37][CH2:36][CH2:35][C:32]3[CH:33]=[CH:34][C:29]([S:26]([CH:21]4[CH2:22][CH2:23][CH2:24][CH2:25]4)(=[O:27])=[O:28])=[CH:30][CH:31]=3)[C:6](=[O:15])[N:5]([CH2:16][CH2:17][CH2:18][CH2:19][CH3:20])[C:4]=2[N:3]=1, predict the reactants needed to synthesize it. The reactants are: [Cl:1][C:2]1[N:10](CC=C)[C:9]2[C:8](=[O:14])[NH:7][C:6](=[O:15])[N:5]([CH2:16][CH2:17][CH2:18][CH2:19][CH3:20])[C:4]=2[N:3]=1.[CH:21]1([S:26]([C:29]2[CH:34]=[CH:33][C:32]([CH2:35][CH2:36][CH2:37][CH2:38]O)=[CH:31][CH:30]=2)(=[O:28])=[O:27])[CH2:25][CH2:24][CH2:23][CH2:22]1.C1C=CC(P(C2C=CC=CC=2)C2C=CC=CC=2)=CC=1.C1C=CC(COC(/N=N/C(OCC2C=CC=CC=2)=O)=O)=CC=1.N1CCOCC1. (6) Given the product [F:1][C:2]1[CH:3]=[C:4]([CH:21]=[CH:22][CH:23]=1)[CH2:5][NH:6][C:7](=[O:20])[NH:8][C:9]1[S:10][C:11]([F:19])=[C:12]([CH2:14][NH:15][CH3:16])[N:13]=1, predict the reactants needed to synthesize it. The reactants are: [F:1][C:2]1[CH:3]=[C:4]([CH:21]=[CH:22][CH:23]=1)[CH2:5][NH:6][C:7](=[O:20])[NH:8][C:9]1[S:10][C:11]([F:19])=[C:12]([CH2:14][N:15](OC)[CH3:16])[N:13]=1.